Dataset: Forward reaction prediction with 1.9M reactions from USPTO patents (1976-2016). Task: Predict the product of the given reaction. (1) Given the reactants C([O:5][C:6]([CH2:8][C:9]1[CH:14]=[CH:13][C:12]([O:15][C:16]([C:18]2[CH:19]=[C:20]3[C:25](=[CH:26][CH:27]=2)[O:24][C:23]([CH3:29])([CH3:28])[CH2:22][C:21]3([CH3:31])[CH3:30])=[O:17])=[CH:11][CH:10]=1)=[O:7])(C)(C)C.FC(F)(F)C(O)=O, predict the reaction product. The product is: [C:6]([CH2:8][C:9]1[CH:10]=[CH:11][C:12]([O:15][C:16]([C:18]2[CH:19]=[C:20]3[C:25](=[CH:26][CH:27]=2)[O:24][C:23]([CH3:29])([CH3:28])[CH2:22][C:21]3([CH3:31])[CH3:30])=[O:17])=[CH:13][CH:14]=1)([OH:7])=[O:5]. (2) Given the reactants Cl[C:2]1[CH:7]=[C:6]([NH:8][C:9]2[S:10][C:11]([C:14]#[N:15])=[CH:12][N:13]=2)[N:5]=[C:4]([S:16][CH:17]2[CH2:22][CH2:21][N:20]([C:23]([O:25][C:26]([CH3:29])([CH3:28])[CH3:27])=[O:24])[CH2:19][CH2:18]2)[N:3]=1.[CH3:30][N:31]1[CH2:36][CH2:35][NH:34][CH2:33][CH2:32]1.C(N(CC)C(C)C)(C)C, predict the reaction product. The product is: [C:14]([C:11]1[S:10][C:9]([NH:8][C:6]2[CH:7]=[C:2]([N:34]3[CH2:35][CH2:36][N:31]([CH3:30])[CH2:32][CH2:33]3)[N:3]=[C:4]([S:16][CH:17]3[CH2:22][CH2:21][N:20]([C:23]([O:25][C:26]([CH3:29])([CH3:28])[CH3:27])=[O:24])[CH2:19][CH2:18]3)[N:5]=2)=[N:13][CH:12]=1)#[N:15]. (3) Given the reactants [NH:1]1[CH2:6][CH2:5][CH:4]([C:7]([O:9][CH2:10][CH3:11])=[O:8])[CH2:3][CH2:2]1.[CH:12](=O)[CH2:13][CH3:14], predict the reaction product. The product is: [CH2:12]([N:1]1[CH2:6][CH2:5][CH:4]([C:7]([O:9][CH2:10][CH3:11])=[O:8])[CH2:3][CH2:2]1)[CH2:13][CH3:14].